This data is from Forward reaction prediction with 1.9M reactions from USPTO patents (1976-2016). The task is: Predict the product of the given reaction. (1) Given the reactants [Cl:1][S:2]([OH:5])(=O)=[O:3].[Br:6][C:7]1[S:8][CH:9]=[CH:10][C:11]=1[Cl:12], predict the reaction product. The product is: [Br:6][C:7]1[S:8][C:9]([S:2]([Cl:1])(=[O:5])=[O:3])=[CH:10][C:11]=1[Cl:12]. (2) The product is: [CH:4]([C:5]1[O:13][C:12]2[C:11]([N:14]3[CH2:15][CH2:16][N:17]([S:20]([NH2:23])(=[O:22])=[O:21])[CH2:18][CH2:19]3)=[CH:10][N:9]=[CH:8][C:7]=2[CH:6]=1)=[O:3]. Given the reactants C([O:3][CH:4](OCC)[C:5]1[O:13][C:12]2[C:11]([N:14]3[CH2:19][CH2:18][N:17]([S:20]([NH2:23])(=[O:22])=[O:21])[CH2:16][CH2:15]3)=[CH:10][N:9]=[CH:8][C:7]=2[CH:6]=1)C.Cl.C(=O)(O)[O-].[Na+], predict the reaction product. (3) Given the reactants [C:1]([C:4]1[C:9]([Cl:10])=[CH:8][C:7]([C:11]([F:14])([F:13])[F:12])=[CH:6][N:5]=1)(=[O:3])[CH3:2].CO[C:17](OC)([N:19]([CH3:21])[CH3:20])[CH3:18], predict the reaction product. The product is: [Cl:10][C:9]1[C:4]([C:1](=[O:3])[CH:2]=[C:17]([N:19]([CH3:21])[CH3:20])[CH3:18])=[N:5][CH:6]=[C:7]([C:11]([F:13])([F:14])[F:12])[CH:8]=1. (4) Given the reactants S(O)(O)(=O)=O.[NH2:6][C:7]1[NH:8][CH:9]=[CH:10][N:11]=1.[C:12](N1C=CN=C1)([N:14]1[CH:18]=[CH:17][N:16]=[CH:15]1)=[O:13].CCN(C(C)C)C(C)C, predict the reaction product. The product is: [NH:8]1[CH:9]=[CH:10][N:11]=[C:7]1[NH:6][C:12]([N:14]1[CH:18]=[CH:17][N:16]=[CH:15]1)=[O:13]. (5) Given the reactants [N:1]1[CH:6]=[CH:5][CH:4]=[CH:3][C:2]=1[C:7]([OH:9])=O.C1N=CN(C(N2C=NC=C2)=O)C=1.[C:22]([C:24]1[CH:29]=[CH:28][C:27]([N:30]([CH2:36][C:37]([F:40])([F:39])[F:38])[CH2:31][C:32](=[NH:35])[NH:33]O)=[CH:26][C:25]=1[C:41]([F:44])([F:43])[F:42])#[N:23], predict the reaction product. The product is: [N:1]1[CH:6]=[CH:5][CH:4]=[CH:3][C:2]=1[C:7]1[O:9][N:35]=[C:32]([CH2:31][N:30]([CH2:36][C:37]([F:38])([F:39])[F:40])[C:27]2[CH:28]=[CH:29][C:24]([C:22]#[N:23])=[C:25]([C:41]([F:42])([F:44])[F:43])[CH:26]=2)[N:33]=1. (6) The product is: [CH3:22][S:23]([O:8][C@@H:7]([C:1]1[CH:2]=[CH:3][CH:4]=[CH:5][CH:6]=1)[CH:9]1[CH2:14][CH2:13][O:12][CH2:11][CH2:10]1)(=[O:25])=[O:24]. Given the reactants [C:1]1([C@@H:7]([CH:9]2[CH2:14][CH2:13][O:12][CH2:11][CH2:10]2)[OH:8])[CH:6]=[CH:5][CH:4]=[CH:3][CH:2]=1.C(N(CC)CC)C.[CH3:22][S:23](Cl)(=[O:25])=[O:24], predict the reaction product. (7) Given the reactants [N:1]1[C:10]2[C:5](=[CH:6][CH:7]=[CH:8][CH:9]=2)[CH:4]=[CH:3][C:2]=1[NH:11][CH:12]1[CH2:17][CH2:16][CH2:15][CH:14]([NH2:18])[CH2:13]1.[C:19]([N:22]1[C:30]2[C:25](=[CH:26][CH:27]=[CH:28][CH:29]=2)[C:24]([CH:31]=O)=[CH:23]1)(=[O:21])[CH3:20].[BH3-]C#N.[Na+], predict the reaction product. The product is: [C:19]([N:22]1[C:30]2[C:25](=[CH:26][CH:27]=[CH:28][CH:29]=2)[C:24]([CH2:31][NH:18][CH:14]2[CH2:15][CH2:16][CH2:17][CH:12]([NH:11][C:2]3[CH:3]=[CH:4][C:5]4[C:10](=[CH:9][CH:8]=[CH:7][CH:6]=4)[N:1]=3)[CH2:13]2)=[CH:23]1)(=[O:21])[CH3:20]. (8) Given the reactants [CH:1]1([N:5]2[C:9]3[CH:10]=[CH:11][C:12]([CH2:14]O)=[CH:13][C:8]=3[N:7]([CH3:16])[C:6]2=[O:17])[CH2:4][CH2:3][CH2:2]1.CS([Cl:22])(=O)=O, predict the reaction product. The product is: [Cl:22][CH2:14][C:12]1[CH:11]=[CH:10][C:9]2[N:5]([CH:1]3[CH2:4][CH2:3][CH2:2]3)[C:6](=[O:17])[N:7]([CH3:16])[C:8]=2[CH:13]=1.